Dataset: Forward reaction prediction with 1.9M reactions from USPTO patents (1976-2016). Task: Predict the product of the given reaction. Given the reactants C(OC([N:8]1[CH2:13][CH2:12][CH2:11][CH:10]([O:14][C:15]2[CH:20]=[CH:19][C:18]([NH:21][C:22](=[O:30])[C:23]3[CH:28]=[CH:27][C:26]([F:29])=[CH:25][CH:24]=3)=[CH:17][C:16]=2[C:31]2[N:32]([CH3:37])[N:33]=[CH:34][C:35]=2[Br:36])[CH2:9]1)=O)(C)(C)C.Cl, predict the reaction product. The product is: [Br:36][C:35]1[CH:34]=[N:33][N:32]([CH3:37])[C:31]=1[C:16]1[CH:17]=[C:18]([NH:21][C:22](=[O:30])[C:23]2[CH:24]=[CH:25][C:26]([F:29])=[CH:27][CH:28]=2)[CH:19]=[CH:20][C:15]=1[O:14][CH:10]1[CH2:11][CH2:12][CH2:13][NH:8][CH2:9]1.